From a dataset of Forward reaction prediction with 1.9M reactions from USPTO patents (1976-2016). Predict the product of the given reaction. (1) Given the reactants [Cl:1][C:2]1[CH:9]=[CH:8][CH:7]=[C:6]([OH:10])[C:3]=1[CH:4]=O.[Cl:11][C:12]1[CH:21]=[CH:20][C:15]([C:16]([NH:18][NH2:19])=[O:17])=[CH:14][CH:13]=1.O, predict the reaction product. The product is: [Cl:1][C:2]1[CH:9]=[CH:8][CH:7]=[C:6]([OH:10])[C:3]=1[CH:4]=[N:19][NH:18][C:16](=[O:17])[C:15]1[CH:14]=[CH:13][C:12]([Cl:11])=[CH:21][CH:20]=1. (2) Given the reactants [CH3:1][N:2]1[C:10]2[C:5](=[CH:6][CH:7]=[CH:8][C:9]=2[N+:11]([O-:13])=[O:12])[CH:4]=[C:3]1[C:14]([OH:16])=O.CCN(CC)CC.[NH2:24][C:25]1[C:26]([O:40][CH3:41])=[C:27]([NH:35][S:36]([CH3:39])(=[O:38])=[O:37])[CH:28]=[C:29]([C:31]([CH3:34])([CH3:33])[CH3:32])[CH:30]=1, predict the reaction product. The product is: [C:31]([C:29]1[CH:28]=[C:27]([NH:35][S:36]([CH3:39])(=[O:38])=[O:37])[C:26]([O:40][CH3:41])=[C:25]([NH:24][C:14]([C:3]2[N:2]([CH3:1])[C:10]3[C:5]([CH:4]=2)=[CH:6][CH:7]=[CH:8][C:9]=3[N+:11]([O-:13])=[O:12])=[O:16])[CH:30]=1)([CH3:34])([CH3:32])[CH3:33]. (3) The product is: [CH3:20][C@H:21]1[CH2:25][CH2:24][CH2:23][N:22]1[C:2]1[N:7]=[CH:6][N:5]=[C:4]([NH:8][C:9]2[CH:10]=[C:11]([CH2:15][S:16]([NH2:19])(=[O:18])=[O:17])[CH:12]=[CH:13][CH:14]=2)[N:3]=1. Given the reactants Cl[C:2]1[N:7]=[CH:6][N:5]=[C:4]([NH:8][C:9]2[CH:10]=[C:11]([CH2:15][S:16]([NH2:19])(=[O:18])=[O:17])[CH:12]=[CH:13][CH:14]=2)[N:3]=1.[CH3:20][C@H:21]1[CH2:25][CH2:24][CH2:23][NH:22]1, predict the reaction product. (4) Given the reactants [Cl:1][C:2]1[CH:7]=[CH:6][C:5]([C:8]2[N:12]([CH:13]([CH:18]3[CH2:23][CH2:22][CH2:21][CH2:20][CH2:19]3)[C:14]([CH3:17])([OH:16])[CH3:15])[C:11]3[CH:24]=[C:25]([F:29])[C:26]([F:28])=[CH:27][C:10]=3[N:9]=2)=[CH:4][CH:3]=1.Br[CH2:31][C:32]1[CH:41]=[CH:40][C:35]([C:36]([O:38][CH3:39])=[O:37])=[CH:34][CH:33]=1, predict the reaction product. The product is: [CH3:39][O:38][C:36](=[O:37])[C:35]1[CH:40]=[CH:41][C:32]([CH2:31][O:16][C:14]([CH3:15])([CH3:17])[CH:13]([N:12]2[C:11]3[CH:24]=[C:25]([F:29])[C:26]([F:28])=[CH:27][C:10]=3[N:9]=[C:8]2[C:5]2[CH:6]=[CH:7][C:2]([Cl:1])=[CH:3][CH:4]=2)[CH:18]2[CH2:23][CH2:22][CH2:21][CH2:20][CH2:19]2)=[CH:33][CH:34]=1. (5) Given the reactants Cl[CH2:2][C:3]([C:5]1[CH:6]=[C:7]2[C:12](=[C:13]([CH3:15])[CH:14]=1)[NH:11][C:10](=[O:16])[CH2:9][C:8]2([CH3:18])[CH3:17])=O.C(=O)([O-])[O-].[Na+].[Na+].[I-].[Na+].Cl.[N:28]1([C:34]2[C:38]3[CH:39]=[CH:40][CH:41]=[CH:42][C:37]=3[S:36][N:35]=2)[CH2:33][CH2:32][NH:31][CH2:30][CH2:29]1, predict the reaction product. The product is: [S:36]1[C:37]2[CH:42]=[CH:41][CH:40]=[CH:39][C:38]=2[C:34]([N:28]2[CH2:29][CH2:30][N:31]([CH2:2][CH2:3][C:5]3[CH:6]=[C:7]4[C:12](=[C:13]([CH3:15])[CH:14]=3)[NH:11][C:10](=[O:16])[CH2:9][C:8]4([CH3:18])[CH3:17])[CH2:32][CH2:33]2)=[N:35]1. (6) The product is: [F:1][C:2]1[CH:7]=[CH:6][CH:5]=[CH:4][C:3]=1[NH:8][C:9]1[O:10][C:11]([C:18]([NH:20][C:21]2[CH:22]=[CH:23][C:24]([N:27]3[CH2:32][CH2:31][CH:30]([C:33]([OH:35])=[O:34])[CH2:29][CH2:28]3)=[N:25][CH:26]=2)=[O:19])=[C:12]([C:14]([F:16])([F:17])[F:15])[N:13]=1. Given the reactants [F:1][C:2]1[CH:7]=[CH:6][CH:5]=[CH:4][C:3]=1[NH:8][C:9]1[O:10][C:11]([C:18]([NH:20][C:21]2[CH:22]=[CH:23][C:24]([N:27]3[CH2:32][CH2:31][CH:30]([C:33]([O:35]CC)=[O:34])[CH2:29][CH2:28]3)=[N:25][CH:26]=2)=[O:19])=[C:12]([C:14]([F:17])([F:16])[F:15])[N:13]=1, predict the reaction product. (7) The product is: [F:22][C:23]1[CH:28]=[C:27]([F:29])[CH:26]=[CH:25][C:24]=1[O:30][C:2]1[C:7]([C:8]2[CH:13]=[C:12]([S:14]([CH2:17][CH3:18])(=[O:16])=[O:15])[CH:11]=[CH:10][C:9]=2[O:34][C:31]2[CH:25]=[CH:24][C:23]([F:22])=[CH:28][C:27]=2[F:29])=[CH:6][N:5]([CH3:20])[C:4](=[O:21])[CH:3]=1. Given the reactants Cl[C:2]1[C:7]([C:8]2[CH:13]=[C:12]([S:14]([CH2:17][CH3:18])(=[O:16])=[O:15])[CH:11]=[CH:10][C:9]=2F)=[CH:6][N:5]([CH3:20])[C:4](=[O:21])[CH:3]=1.[F:22][C:23]1[CH:28]=[C:27]([F:29])[CH:26]=[CH:25][C:24]=1[OH:30].[C:31](=[O:34])([O-])[O-].[Cs+].[Cs+], predict the reaction product. (8) Given the reactants [CH2:1]([O:8][CH:9]1[CH2:14][CH:13]([C:15]2[C:20]([CH3:21])=[CH:19][CH:18]=[CH:17][N:16]=2)[NH:12][CH:11]([C:22]2[C:27]([CH3:28])=[CH:26][CH:25]=[CH:24][N:23]=2)[CH2:10]1)[C:2]1[CH:7]=[CH:6][CH:5]=[CH:4][CH:3]=1.ClCC[C:32]1[NH:33][CH:34]=[CH:35][N:36]=1.[CH3:37][CH2:38]N(C(C)C)C(C)C, predict the reaction product. The product is: [CH2:1]([O:8][CH:9]1[CH2:14][CH:13]([C:15]2[C:20]([CH3:21])=[CH:19][CH:18]=[CH:17][N:16]=2)[N:12]([CH2:37][CH2:38][C:34]2[NH:33][CH:32]=[N:36][CH:35]=2)[CH:11]([C:22]2[C:27]([CH3:28])=[CH:26][CH:25]=[CH:24][N:23]=2)[CH2:10]1)[C:2]1[CH:7]=[CH:6][CH:5]=[CH:4][CH:3]=1.